Dataset: Forward reaction prediction with 1.9M reactions from USPTO patents (1976-2016). Task: Predict the product of the given reaction. (1) Given the reactants [OH-].[Na+].C[O:4][C:5](=[O:38])[CH2:6][CH2:7][C:8]1[CH:13]=[CH:12][C:11]([O:14][CH2:15][CH2:16][C@H:17]([O:19][C:20]2[CH:25]=[CH:24][C:23]([CH:26]3[CH2:28][CH2:27]3)=[CH:22][C:21]=2[C:29](=[O:36])[C:30]2[CH:35]=[CH:34][CH:33]=[CH:32][CH:31]=2)[CH3:18])=[CH:10][C:9]=1[CH3:37].Cl, predict the reaction product. The product is: [C:29]([C:21]1[CH:22]=[C:23]([CH:26]2[CH2:27][CH2:28]2)[CH:24]=[CH:25][C:20]=1[O:19][C@H:17]([CH3:18])[CH2:16][CH2:15][O:14][C:11]1[CH:12]=[CH:13][C:8]([CH2:7][CH2:6][C:5]([OH:38])=[O:4])=[C:9]([CH3:37])[CH:10]=1)(=[O:36])[C:30]1[CH:31]=[CH:32][CH:33]=[CH:34][CH:35]=1. (2) Given the reactants [F:1][C:2]1[CH:32]=[CH:31][C:5]([CH2:6][NH:7][C:8]([C:10]2[N:11]=[C:12]3[N:17]([C:18](=[O:28])[C:19]=2[O:20][CH2:21][C:22]2[CH:27]=[CH:26][CH:25]=[CH:24][CH:23]=2)[CH2:16][CH2:15][O:14][C:13]3([CH3:30])[CH3:29])=[O:9])=[C:4]([C:33]2[NH:37][N:36]=[CH:35][CH:34]=2)[CH:3]=1.IC.[C:40](=O)([O-])[O-].[K+].[K+], predict the reaction product. The product is: [F:1][C:2]1[CH:32]=[CH:31][C:5]([CH2:6][NH:7][C:8]([C:10]2[N:11]=[C:12]3[N:17]([C:18](=[O:28])[C:19]=2[O:20][CH2:21][C:22]2[CH:23]=[CH:24][CH:25]=[CH:26][CH:27]=2)[CH2:16][CH2:15][O:14][C:13]3([CH3:30])[CH3:29])=[O:9])=[C:4]([C:33]2[CH:34]=[CH:35][N:36]([CH3:40])[N:37]=2)[CH:3]=1.